This data is from Peptide-MHC class II binding affinity with 134,281 pairs from IEDB. The task is: Regression. Given a peptide amino acid sequence and an MHC pseudo amino acid sequence, predict their binding affinity value. This is MHC class II binding data. The peptide sequence is STWYGKPTGAGPKDN. The MHC is DRB3_0202 with pseudo-sequence DRB3_0202. The binding affinity (normalized) is 0.117.